From a dataset of Catalyst prediction with 721,799 reactions and 888 catalyst types from USPTO. Predict which catalyst facilitates the given reaction. (1) Reactant: Br[CH2:2][CH2:3][CH2:4][C:5]1[CH:10]=[CH:9][C:8]([O:11][C:12]([F:15])([F:14])[F:13])=[CH:7][CH:6]=1.[SH-:16].[Na+].O. Product: [F:13][C:12]([F:15])([F:14])[O:11][C:8]1[CH:9]=[CH:10][C:5]([CH2:4][CH2:3][CH2:2][SH:16])=[CH:6][CH:7]=1. The catalyst class is: 8. (2) Reactant: Cl[S:2]([C:5]1[CH:6]=[C:7]([CH:11]=[CH:12][C:13]=1[F:14])[C:8]([OH:10])=[O:9])(=O)=O.O.O.Cl[Sn]Cl.C(=O)(O)[O-].[Na+]. Product: [F:14][C:13]1[CH:12]=[CH:11][C:7]([C:8]([OH:10])=[O:9])=[CH:6][C:5]=1[SH:2]. The catalyst class is: 126. (3) Reactant: C([Li])CCC.[CH3:6][O:7][C:8]1[N:9]=[N:10][C:11]([C:14]2[CH:19]=[CH:18][N:17]=[CH:16][CH:15]=2)=[CH:12][CH:13]=1.[I:20]I. Product: [I:20][C:13]1[CH:12]=[C:11]([C:14]2[CH:19]=[CH:18][N:17]=[CH:16][CH:15]=2)[N:10]=[N:9][C:8]=1[O:7][CH3:6]. The catalyst class is: 392. (4) Reactant: [CH3:1][O:2][C:3](=[O:19])[CH:4]([O:16][CH2:17][CH3:18])[CH2:5][C:6]1[C:14]2[CH:13]=[CH:12][S:11][C:10]=2[C:9]([OH:15])=[CH:8][CH:7]=1.Cl[CH2:21][C:22]1[N:23]=[C:24]([C:28]2[CH:33]=[CH:32][CH:31]=[CH:30][CH:29]=2)[O:25][C:26]=1[CH3:27].[H-].[Na+]. Product: [CH3:1][O:2][C:3](=[O:19])[CH:4]([O:16][CH2:17][CH3:18])[CH2:5][C:6]1[C:14]2[CH:13]=[CH:12][S:11][C:10]=2[C:9]([O:15][CH2:21][C:22]2[N:23]=[C:24]([C:28]3[CH:33]=[CH:32][CH:31]=[CH:30][CH:29]=3)[O:25][C:26]=2[CH3:27])=[CH:8][CH:7]=1. The catalyst class is: 9. (5) Reactant: Cl[S:2]([CH2:5][CH2:6][CH2:7][NH:8][C:9](=[O:11])[CH3:10])(=[O:4])=[O:3].[OH:12][CH2:13][C:14]([CH3:26])([CH3:25])[C:15]([O:17][CH2:18][C:19]1[CH:24]=[CH:23][CH:22]=[CH:21][CH:20]=1)=[O:16].C(N(CC)CC)C. Product: [C:9]([NH:8][CH2:7][CH2:6][CH2:5][S:2]([O:12][CH2:13][C:14]([CH3:26])([CH3:25])[C:15]([O:17][CH2:18][C:19]1[CH:24]=[CH:23][CH:22]=[CH:21][CH:20]=1)=[O:16])(=[O:4])=[O:3])(=[O:11])[CH3:10]. The catalyst class is: 154. (6) Reactant: [F:1][C:2]1[CH:24]=[CH:23][CH:22]=[CH:21][C:3]=1[O:4][C:5]1[C:18](=[O:19])[N:17]([CH3:20])[C:8]2[N:9]=[C:10](S(C)(=O)=O)[N:11]=[CH:12][C:7]=2[CH:6]=1.[NH2:25][C@@H:26]([CH:29]([CH3:31])[CH3:30])[CH2:27][OH:28].CO.O. Product: [F:1][C:2]1[CH:24]=[CH:23][CH:22]=[CH:21][C:3]=1[O:4][C:5]1[C:18](=[O:19])[N:17]([CH3:20])[C:8]2[N:9]=[C:10]([NH:25][C@H:26]([CH2:27][OH:28])[CH:29]([CH3:31])[CH3:30])[N:11]=[CH:12][C:7]=2[CH:6]=1. The catalyst class is: 60.